The task is: Predict the product of the given reaction.. This data is from Forward reaction prediction with 1.9M reactions from USPTO patents (1976-2016). Given the reactants Cl[C:2]1[CH:3]=[C:4]([NH:13][C:14]2[CH:19]=[CH:18][C:17]([CH:20]3[CH2:25][CH2:24][N:23]([C:26]([O:28][C:29]([CH3:32])([CH3:31])[CH3:30])=[O:27])[CH2:22][CH2:21]3)=[CH:16][C:15]=2[O:33][CH3:34])[C:5]2[C:10](=[O:11])[NH:9][N:8]=[CH:7][C:6]=2[N:12]=1.[CH2:35]([Sn](CCCC)(CCCC)C=C)[CH2:36]CC, predict the reaction product. The product is: [CH3:34][O:33][C:15]1[CH:16]=[C:17]([CH:20]2[CH2:25][CH2:24][N:23]([C:26]([O:28][C:29]([CH3:32])([CH3:31])[CH3:30])=[O:27])[CH2:22][CH2:21]2)[CH:18]=[CH:19][C:14]=1[NH:13][C:4]1[C:5]2[C:10](=[O:11])[NH:9][N:8]=[CH:7][C:6]=2[N:12]=[C:2]([CH:35]=[CH2:36])[CH:3]=1.